Dataset: Reaction yield outcomes from USPTO patents with 853,638 reactions. Task: Predict the reaction yield, written as a fraction of the theoretical maximum amount of product (1.0 means a 100% yield; for example, 0.34 means a 34% yield). The yield is 0.900. The catalyst is CO. The reactants are [Cl:1][C:2]1[CH:7]=[CH:6][N:5]=[C:4]([C:8]([O:10]C)=O)[CH:3]=1.[CH3:12][NH2:13]. The product is [Cl:1][C:2]1[CH:7]=[CH:6][N:5]=[C:4]([C:8]([NH:13][CH3:12])=[O:10])[CH:3]=1.